From a dataset of Forward reaction prediction with 1.9M reactions from USPTO patents (1976-2016). Predict the product of the given reaction. Given the reactants [CH2:1]([O:8][C:9]1[C:17]([CH3:18])=[CH:16][C:12]([C:13](O)=O)=[CH:11][C:10]=1[CH3:19])[C:2]1[CH:7]=[CH:6][CH:5]=[CH:4][CH:3]=1.S(Cl)(Cl)=O.[NH2:24][C:25]1[C:26](=[S:40])[NH:27][C:28]([C:31]2([C:34]3[CH:39]=[CH:38][CH:37]=[CH:36][CH:35]=3)[CH2:33][CH2:32]2)=[CH:29][CH:30]=1.C12(CS(O)(=O)=O)C(C)(C)C(CC1)CC2=O, predict the reaction product. The product is: [CH2:1]([O:8][C:9]1[C:17]([CH3:18])=[CH:16][C:12]([C:13]2[S:40][C:26]3[C:25]([N:24]=2)=[CH:30][CH:29]=[C:28]([C:31]2([C:34]4[CH:35]=[CH:36][CH:37]=[CH:38][CH:39]=4)[CH2:32][CH2:33]2)[N:27]=3)=[CH:11][C:10]=1[CH3:19])[C:2]1[CH:7]=[CH:6][CH:5]=[CH:4][CH:3]=1.